Dataset: Forward reaction prediction with 1.9M reactions from USPTO patents (1976-2016). Task: Predict the product of the given reaction. Given the reactants [CH2:1]([O:8][C:9]1[CH:14]=[C:13]([C:15]2[CH:20]=[CH:19][CH:18]=[C:17]([C:21]([F:24])([F:23])[F:22])[CH:16]=2)[N:12]=[C:11](SC)[N:10]=1)[C:2]1[CH:7]=[CH:6][CH:5]=[CH:4][CH:3]=1.[S:27]([O-:32])(O[O-])(=O)=[O:28].[K+].[K+].O.[C:36](#N)C, predict the reaction product. The product is: [CH2:1]([O:8][C:9]1[CH:14]=[C:13]([C:15]2[CH:20]=[CH:19][CH:18]=[C:17]([C:21]([F:24])([F:22])[F:23])[CH:16]=2)[N:12]=[C:11]([S:27]([CH3:36])(=[O:32])=[O:28])[N:10]=1)[C:2]1[CH:3]=[CH:4][CH:5]=[CH:6][CH:7]=1.